Dataset: NCI-60 drug combinations with 297,098 pairs across 59 cell lines. Task: Regression. Given two drug SMILES strings and cell line genomic features, predict the synergy score measuring deviation from expected non-interaction effect. (1) Drug 1: CCC(=C(C1=CC=CC=C1)C2=CC=C(C=C2)OCCN(C)C)C3=CC=CC=C3.C(C(=O)O)C(CC(=O)O)(C(=O)O)O. Drug 2: CC12CCC3C(C1CCC2OP(=O)(O)O)CCC4=C3C=CC(=C4)OC(=O)N(CCCl)CCCl.[Na+]. Cell line: PC-3. Synergy scores: CSS=14.6, Synergy_ZIP=-5.37, Synergy_Bliss=-4.28, Synergy_Loewe=-5.01, Synergy_HSA=-3.34. (2) Drug 1: CCCS(=O)(=O)NC1=C(C(=C(C=C1)F)C(=O)C2=CNC3=C2C=C(C=N3)C4=CC=C(C=C4)Cl)F. Drug 2: CN1CCC(CC1)COC2=C(C=C3C(=C2)N=CN=C3NC4=C(C=C(C=C4)Br)F)OC. Cell line: BT-549. Synergy scores: CSS=1.06, Synergy_ZIP=1.41, Synergy_Bliss=4.83, Synergy_Loewe=0.457, Synergy_HSA=1.30. (3) Drug 1: CC1=CC=C(C=C1)C2=CC(=NN2C3=CC=C(C=C3)S(=O)(=O)N)C(F)(F)F. Drug 2: C1CCC(C(C1)N)N.C(=O)(C(=O)[O-])[O-].[Pt+4]. Cell line: U251. Synergy scores: CSS=32.1, Synergy_ZIP=-6.89, Synergy_Bliss=-7.90, Synergy_Loewe=-15.2, Synergy_HSA=-4.26. (4) Drug 1: CS(=O)(=O)CCNCC1=CC=C(O1)C2=CC3=C(C=C2)N=CN=C3NC4=CC(=C(C=C4)OCC5=CC(=CC=C5)F)Cl. Drug 2: COCCOC1=C(C=C2C(=C1)C(=NC=N2)NC3=CC=CC(=C3)C#C)OCCOC.Cl. Cell line: LOX IMVI. Synergy scores: CSS=-3.54, Synergy_ZIP=4.42, Synergy_Bliss=3.60, Synergy_Loewe=-3.27, Synergy_HSA=-3.44. (5) Drug 1: CN1CCC(CC1)COC2=C(C=C3C(=C2)N=CN=C3NC4=C(C=C(C=C4)Br)F)OC. Drug 2: CC(C)NC(=O)C1=CC=C(C=C1)CNNC.Cl. Cell line: MOLT-4. Synergy scores: CSS=14.4, Synergy_ZIP=26.0, Synergy_Bliss=25.6, Synergy_Loewe=19.7, Synergy_HSA=23.7. (6) Drug 2: C(CCl)NC(=O)N(CCCl)N=O. Drug 1: C1=CC(=C2C(=C1NCCNCCO)C(=O)C3=C(C=CC(=C3C2=O)O)O)NCCNCCO. Cell line: MCF7. Synergy scores: CSS=5.31, Synergy_ZIP=-6.63, Synergy_Bliss=-3.17, Synergy_Loewe=-33.6, Synergy_HSA=-6.86.